From a dataset of Catalyst prediction with 721,799 reactions and 888 catalyst types from USPTO. Predict which catalyst facilitates the given reaction. (1) The catalyst class is: 14. Product: [OH:7][CH2:8][CH2:9][CH2:10][C:11]1([C:32]#[N:33])[CH2:18][C:17]2[C:12]1=[CH:13][C:14]([O:30][CH3:31])=[C:15]([O:19][Si:20]([CH:24]([CH3:26])[CH3:25])([CH:27]([CH3:29])[CH3:28])[CH:21]([CH3:22])[CH3:23])[CH:16]=2. Reactant: O1CCCCC1[O:7][CH2:8][CH2:9][CH2:10][C:11]1([C:32]#[N:33])[CH2:18][C:17]2[C:12]1=[CH:13][C:14]([O:30][CH3:31])=[C:15]([O:19][Si:20]([CH:27]([CH3:29])[CH3:28])([CH:24]([CH3:26])[CH3:25])[CH:21]([CH3:23])[CH3:22])[CH:16]=2.CC1C=CC(S([O-])(=O)=O)=CC=1.C1C=C[NH+]=CC=1.C([O-])(O)=O.[Na+]. (2) Reactant: C(Cl)(=O)C(Cl)=O.CS(C)=O.[F:11][C:12]1[CH:13]=[C:14]([C:18]2([CH2:24][OH:25])[CH2:23][CH2:22][CH2:21][CH2:20][CH2:19]2)[CH:15]=[CH:16][CH:17]=1.C(N(CC)CC)C. Product: [F:11][C:12]1[CH:13]=[C:14]([C:18]2([CH:24]=[O:25])[CH2:23][CH2:22][CH2:21][CH2:20][CH2:19]2)[CH:15]=[CH:16][CH:17]=1. The catalyst class is: 158. (3) Reactant: [Br:1][CH:2]([CH3:19])[C:3]([C:5]1[CH:6]=[N:7][N:8]([CH2:10][C:11]2[CH:16]=[CH:15][C:14]([O:17][CH3:18])=[CH:13][CH:12]=2)[CH:9]=1)=O.[I:20][C:21]1[N:26]=[C:25]([NH:27][C:28]([NH2:30])=[S:29])[CH:24]=[CH:23][CH:22]=1. Product: [BrH:1].[CH3:18][O:17][C:14]1[CH:15]=[CH:16][C:11]([CH2:10][N:8]2[CH:9]=[C:5]([C:3]3[N:30]=[C:28]([NH:27][C:25]4[CH:24]=[CH:23][CH:22]=[C:21]([I:20])[N:26]=4)[S:29][C:2]=3[CH3:19])[CH:6]=[N:7]2)=[CH:12][CH:13]=1. The catalyst class is: 21. (4) Reactant: [CH3:1][C:2]([O:5][C:6]([NH:8][CH2:9][CH:10]1[CH2:15][CH2:14][NH:13][CH2:12][CH2:11]1)=[O:7])([CH3:4])[CH3:3].[Cl:16][C:17]1[N:22]=[C:21](Cl)[CH:20]=[CH:19][N:18]=1.C(N(CC)CC)C. Product: [Cl:16][C:17]1[N:22]=[C:21]([N:13]2[CH2:12][CH2:11][CH:10]([CH2:9][NH:8][C:6](=[O:7])[O:5][C:2]([CH3:1])([CH3:3])[CH3:4])[CH2:15][CH2:14]2)[CH:20]=[CH:19][N:18]=1. The catalyst class is: 511. (5) Reactant: [C:1](Cl)(=[O:4])[CH2:2][CH3:3].C(N(CC)CC)C.[C:13]1([CH3:20])[C:18]([OH:19])=[CH:17][CH:16]=[CH:15][CH:14]=1. Product: [C:13]1([CH3:20])[CH:14]=[CH:15][CH:16]=[CH:17][C:18]=1[O:19][C:1](=[O:4])[CH2:2][CH3:3]. The catalyst class is: 22.